Dataset: Reaction yield outcomes from USPTO patents with 853,638 reactions. Task: Predict the reaction yield, written as a fraction of the theoretical maximum amount of product (1.0 means a 100% yield; for example, 0.34 means a 34% yield). (1) The reactants are [CH2:1]([OH:3])[CH3:2].[K].Cl[C:6]1[C:7]([C:16]([F:19])([F:18])[F:17])=[CH:8][C:9]([N+:13]([O-:15])=[O:14])=[C:10]([NH2:12])[CH:11]=1.Cl. The catalyst is O. The product is [CH2:1]([O:3][NH:12][C:10]1[CH:11]=[CH:6][C:7]([C:16]([F:19])([F:18])[F:17])=[CH:8][C:9]=1[N+:13]([O-:15])=[O:14])[CH3:2]. The yield is 0.960. (2) The reactants are [NH2:1][C:2]1[CH:3]=[C:4]([CH2:10][OH:11])[CH:5]=[C:6]([CH2:8][OH:9])[CH:7]=1.[CH3:12][S:13][S:14][C:15]([CH3:19])([CH3:18])[CH:16]=O.[BH4-].[Na+]. The catalyst is C(O)C. The product is [CH3:16][C:15]([S:14][S:13][CH3:12])([CH3:19])[CH2:18][NH:1][C:2]1[CH:3]=[C:4]([CH2:10][OH:11])[CH:5]=[C:6]([CH2:8][OH:9])[CH:7]=1. The yield is 0.650. (3) The reactants are [NH2:1][C:2]1[N:7]=[CH:6][N:5]=[C:4]2[N:8]([C@@H:18]3[CH2:22][CH2:21][N:20]([C:23](=[O:27])[CH2:24][C:25]#[N:26])[CH2:19]3)[N:9]=[C:10]([C:11]3[CH:16]=[CH:15][C:14]([Cl:17])=[CH:13][CH:12]=3)[C:3]=12.[CH:28]1([CH:31]=O)[CH2:30][CH2:29]1.C1CCN2C(=NCCC2)CC1. The catalyst is CN(C=O)C. The product is [NH2:1][C:2]1[N:7]=[CH:6][N:5]=[C:4]2[N:8]([C@@H:18]3[CH2:22][CH2:21][N:20]([C:23]([C:24](=[CH:31][CH:28]4[CH2:30][CH2:29]4)[C:25]#[N:26])=[O:27])[CH2:19]3)[N:9]=[C:10]([C:11]3[CH:16]=[CH:15][C:14]([Cl:17])=[CH:13][CH:12]=3)[C:3]=12. The yield is 0.420. (4) The reactants are BrCCBr.[O:5]1[CH2:10][CH2:9][CH2:8][CH2:7][C:6]1=[O:11].Br[C:13]([F:20])([F:19])[C:14]([O:16][CH2:17][CH3:18])=[O:15]. The catalyst is C1COCC1.CCOCC.[Zn].[Cl-].[Cl-].[CH-]1C=CC=C1.[CH-]1C=CC=C1.[Ti+2]. The product is [F:19][C:13]([F:20])([C:6]1([OH:11])[CH2:7][CH2:8][CH2:9][CH2:10][O:5]1)[C:14]([O:16][CH2:17][CH3:18])=[O:15]. The yield is 0.325. (5) The reactants are [N:1]1([CH2:6][C:7]2[CH:12]=[CH:11][C:10]([C:13]3[NH:17][C:16]4[CH:18]=[CH:19][CH:20]=[C:21]([C:22]([O:24]C)=[O:23])[C:15]=4[N:14]=3)=[C:9]([C:26]([F:29])([F:28])[F:27])[CH:8]=2)[CH2:5][CH2:4][CH2:3][CH2:2]1.[Li+].[OH-]. The catalyst is C1COCC1.O. The product is [N:1]1([CH2:6][C:7]2[CH:12]=[CH:11][C:10]([C:13]3[NH:17][C:16]4[CH:18]=[CH:19][CH:20]=[C:21]([C:22]([OH:24])=[O:23])[C:15]=4[N:14]=3)=[C:9]([C:26]([F:28])([F:27])[F:29])[CH:8]=2)[CH2:2][CH2:3][CH2:4][CH2:5]1. The yield is 0.400.